This data is from Peptide-MHC class I binding affinity with 185,985 pairs from IEDB/IMGT. The task is: Regression. Given a peptide amino acid sequence and an MHC pseudo amino acid sequence, predict their binding affinity value. This is MHC class I binding data. (1) The peptide sequence is MLAKYDHLV. The MHC is HLA-A69:01 with pseudo-sequence HLA-A69:01. The binding affinity (normalized) is 0.571. (2) The peptide sequence is HLPRELIF. The MHC is Mamu-A01 with pseudo-sequence Mamu-A01. The binding affinity (normalized) is 0.0559. (3) The peptide sequence is KPKALSEAF. The MHC is HLA-A02:16 with pseudo-sequence HLA-A02:16. The binding affinity (normalized) is 0.0847. (4) The peptide sequence is AIKPITDQF. The MHC is HLA-A01:01 with pseudo-sequence HLA-A01:01. The binding affinity (normalized) is 0.0847. (5) The peptide sequence is YAYEPGSVM. The MHC is HLA-B45:06 with pseudo-sequence HLA-B45:06. The binding affinity (normalized) is 0.213. (6) The peptide sequence is RRWIQLGLQK. The MHC is HLA-B57:01 with pseudo-sequence HLA-B57:01. The binding affinity (normalized) is 0.0621.